This data is from Reaction yield outcomes from USPTO patents with 853,638 reactions. The task is: Predict the reaction yield, written as a fraction of the theoretical maximum amount of product (1.0 means a 100% yield; for example, 0.34 means a 34% yield). (1) The reactants are [F:1][C:2]1[CH:3]=[C:4]([N:8]=[C:9](SC)[NH:10][C:11]2[CH:16]=[CH:15][C:14]([CH:17]([N:21]3[CH:25]=[CH:24][N:23]=[CH:22]3)[CH:18]([CH3:20])[CH3:19])=[CH:13][CH:12]=2)[CH:5]=[CH:6][CH:7]=1.[NH3:28].CO. No catalyst specified. The product is [F:1][C:2]1[CH:3]=[C:4]([NH:8][C:9](=[NH:28])[NH:10][C:11]2[CH:16]=[CH:15][C:14]([CH:17]([N:21]3[CH:25]=[CH:24][N:23]=[CH:22]3)[CH:18]([CH3:20])[CH3:19])=[CH:13][CH:12]=2)[CH:5]=[CH:6][CH:7]=1. The yield is 0.460. (2) The reactants are I[CH2:2][CH2:3][CH2:4][O:5][C:6]1[CH:13]=[CH:12][C:9]([CH:10]=[O:11])=[C:8]([CH3:14])[CH:7]=1.BrCCC[Cl:19].CC1C=C(O)C=CC=1C=O.C([O-])([O-])=O.[K+].[K+]. The product is [Cl:19][CH2:2][CH2:3][CH2:4][O:5][C:6]1[CH:13]=[CH:12][C:9]([CH:10]=[O:11])=[C:8]([CH3:14])[CH:7]=1. The yield is 0.820. The catalyst is C(#N)C. (3) The reactants are [CH3:1][O:2][C:3](=[O:18])[CH2:4][C:5]1[C:13]2[C:8](=[CH:9][CH:10]=[CH:11][CH:12]=2)[N:7]([C:14]([O:16][CH3:17])=[O:15])[CH:6]=1.CN(C)P(=O)(N(C)C)N(C)C.C([N-]C(C)C)(C)C.[Li+].[CH2:38]1[CH2:43][CH2:42][CH2:41][CH2:40][CH2:39]1.C1(CI)CCCC1. The catalyst is O1CCCC1. The product is [CH3:1][O:2][C:3](=[O:18])[CH:4]([CH2:38][CH:43]1[CH2:39][CH2:40][CH2:41][CH2:42]1)[C:5]1[C:13]2[C:8](=[CH:9][CH:10]=[CH:11][CH:12]=2)[N:7]([C:14]([O:16][CH3:17])=[O:15])[CH:6]=1. The yield is 0.760. (4) The reactants are [NH2:1][C:2]1[CH:7]=[C:6]([F:8])[CH:5]=[CH:4][C:3]=1/[CH:9]=[CH:10]/[C:11]([O:13]C)=O. The catalyst is C1COCC1.Cl. The product is [F:8][C:6]1[CH:7]=[C:2]2[C:3]([CH:9]=[CH:10][C:11](=[O:13])[NH:1]2)=[CH:4][CH:5]=1. The yield is 0.810. (5) The product is [CH3:24][C:21]1([CH3:25])[O:20][CH2:19][C:18]([NH:26][C:27](=[O:33])[O:28][C:29]([CH3:32])([CH3:31])[CH3:30])([CH2:16][NH:13][C:12]2[CH:11]=[CH:10][C:9]([CH2:1][CH2:2][CH2:3][CH2:4][CH2:5][CH2:6][CH2:7][CH3:8])=[CH:15][CH:14]=2)[CH2:23][O:22]1. The catalyst is CCOCC. The reactants are [CH2:1]([C:9]1[CH:15]=[CH:14][C:12]([NH2:13])=[CH:11][CH:10]=1)[CH2:2][CH2:3][CH2:4][CH2:5][CH2:6][CH2:7][CH3:8].[CH:16]([C:18]1([NH:26][C:27](=[O:33])[O:28][C:29]([CH3:32])([CH3:31])[CH3:30])[CH2:23][O:22][C:21]([CH3:25])([CH3:24])[O:20][CH2:19]1)=O.[BH-](OC(C)=O)(OC(C)=O)OC(C)=O.[Na+].ClCCCl. The yield is 0.710.